Task: Predict the reactants needed to synthesize the given product.. Dataset: Full USPTO retrosynthesis dataset with 1.9M reactions from patents (1976-2016) (1) Given the product [C:1]([C:35]1[CH:36]=[CH:37][C:38]2[N:39]([N:41]=[C:42]([C:55]3[CH:60]=[CH:59][CH:58]=[CH:57][CH:56]=3)[C:43]=2[CH2:44][C:45]2[N:50]=[C:49]([C:51]([O:53][CH3:54])=[O:52])[CH:48]=[CH:47][CH:46]=2)[CH:40]=1)(=[O:5])[CH3:2], predict the reactants needed to synthesize it. The reactants are: [CH2:1]([O:5]C=C)[CH2:2]CC.C1(P(C2C=CC=CC=2)C2C=CC=CC=2)C=CC=CC=1.C(N(CC)CC)C.Br[C:35]1[CH:36]=[CH:37][C:38]2[N:39]([N:41]=[C:42]([C:55]3[CH:60]=[CH:59][CH:58]=[CH:57][CH:56]=3)[C:43]=2[CH2:44][C:45]2[N:50]=[C:49]([C:51]([O:53][CH3:54])=[O:52])[CH:48]=[CH:47][CH:46]=2)[CH:40]=1. (2) Given the product [Br:1][C:2]1[C:10]([F:11])=[C:9]2[C:5]([CH:6]=[N:7][N:8]2[CH3:12])=[CH:4][CH:3]=1, predict the reactants needed to synthesize it. The reactants are: [Br:1][C:2]1[C:10]([F:11])=[C:9]2[C:5]([CH:6]=[N:7][NH:8]2)=[CH:4][CH:3]=1.[C:12](=O)([O-])[O-].[K+].[K+].IC.